The task is: Predict the product of the given reaction.. This data is from Forward reaction prediction with 1.9M reactions from USPTO patents (1976-2016). (1) Given the reactants [BH4-].[Na+].[CH3:3][C:4]1[CH:5]=[C:6]([CH:9]=[CH:10][C:11]=1[S:12][CH3:13])[CH:7]=[O:8].Cl, predict the reaction product. The product is: [CH3:3][C:4]1[CH:5]=[C:6]([CH2:7][OH:8])[CH:9]=[CH:10][C:11]=1[S:12][CH3:13]. (2) Given the reactants C[Mg]Br.[O:4]1[C:8]2([CH2:13][CH2:12][N:11]([C:14]([C:18]3[CH:23]=[CH:22][CH:21]=[C:20]([C:24]([F:27])([F:26])[F:25])[CH:19]=3)([CH3:17])[C:15]#N)[CH2:10][CH2:9]2)[O:7][CH2:6][CH2:5]1.[NH4+].[Cl-], predict the reaction product. The product is: [F:26][C:24]([F:25])([F:27])[C:20]1[CH:19]=[C:18]([C:14]([N:11]2[CH2:10][CH2:9][C:8]3([O:4][CH2:5][CH2:6][O:7]3)[CH2:13][CH2:12]2)([CH3:15])[CH3:17])[CH:23]=[CH:22][CH:21]=1. (3) Given the reactants C[O:2][C:3]([C:5]1[S:9][C:8]2[CH:10]=[C:11]([C:14]([O:16][CH3:17])=[O:15])[CH:12]=[CH:13][C:7]=2[CH:6]=1)=O.[NH2:18][OH:19], predict the reaction product. The product is: [CH3:17][O:16][C:14]([C:11]1[CH:12]=[CH:13][C:7]2[CH:6]=[C:5]([C:3](=[O:2])[NH:18][OH:19])[S:9][C:8]=2[CH:10]=1)=[O:15]. (4) Given the reactants [C:1]([C:3]1[CH:23]=[CH:22][C:6]([CH2:7][N:8]2[CH:17]=[CH:16][C:15]3[C:10](=[CH:11][C:12]([C:18]([OH:20])=O)=[CH:13][CH:14]=3)[C:9]2=[O:21])=[CH:5][CH:4]=1)#[N:2].[CH3:24][O:25][C:26]1[CH:33]=[CH:32][C:29]([CH2:30][NH2:31])=[CH:28][CH:27]=1, predict the reaction product. The product is: [CH3:24][O:25][C:26]1[CH:33]=[CH:32][C:29]([CH2:30][NH:31][C:18]([C:12]2[CH:11]=[C:10]3[C:15]([CH:16]=[CH:17][N:8]([CH2:7][C:6]4[CH:22]=[CH:23][C:3]([C:1]#[N:2])=[CH:4][CH:5]=4)[C:9]3=[O:21])=[CH:14][CH:13]=2)=[O:20])=[CH:28][CH:27]=1.